From a dataset of Catalyst prediction with 721,799 reactions and 888 catalyst types from USPTO. Predict which catalyst facilitates the given reaction. (1) Reactant: [C:1]([C:3]1[CH:29]=[CH:28][C:6]([NH:7][CH2:8][CH2:9][CH2:10][N:11]2[CH2:17][CH:16]3[CH:18]([N:19](C)[C:20](=O)[O:21]C(C)(C)C)[CH:13]([CH2:14][CH2:15]3)[CH2:12]2)=[CH:5][CH:4]=1)#[N:2].Cl. Product: [OH-:21].[NH4+:2].[CH3:20][NH:19][CH:18]1[CH:13]2[CH2:14][CH2:15][CH:16]1[CH2:17][N:11]([CH2:10][CH2:9][CH2:8][NH:7][C:6]1[CH:5]=[CH:4][C:3]([C:1]#[N:2])=[CH:29][CH:28]=1)[CH2:12]2. The catalyst class is: 13. (2) Reactant: [C:1]([OH:10])(=[O:9])[C:2]1[C:3](=[CH:5][CH:6]=[CH:7][CH:8]=1)[NH2:4].[CH3:11][O:12][C:13]1[CH:20]=[CH:19][C:16]([CH:17]=O)=[CH:15][CH:14]=1.C(O)(=O)C.C(O[BH-](OC(=O)C)OC(=O)C)(=O)C.[Na+]. Product: [CH3:11][O:12][C:13]1[CH:20]=[CH:19][C:16]([CH2:17][NH:4][C:3]2[CH:5]=[CH:6][CH:7]=[CH:8][C:2]=2[C:1]([OH:10])=[O:9])=[CH:15][CH:14]=1. The catalyst class is: 2. (3) Reactant: [CH2:1]([N:8]([CH2:25][CH3:26])[C:9]1[CH:18]=[C:17]2[C:12]([CH:13]=[C:14]([C:20]([O:22]CC)=[O:21])[C:15](=[O:19])[O:16]2)=[CH:11][CH:10]=1)[C:2]1[CH:7]=[CH:6][CH:5]=[CH:4][CH:3]=1.[OH-].[Na+].Cl. Product: [CH2:1]([N:8]([CH2:25][CH3:26])[C:9]1[CH:18]=[C:17]2[C:12]([CH:13]=[C:14]([C:20]([OH:22])=[O:21])[C:15](=[O:19])[O:16]2)=[CH:11][CH:10]=1)[C:2]1[CH:3]=[CH:4][CH:5]=[CH:6][CH:7]=1. The catalyst class is: 8.